From a dataset of Forward reaction prediction with 1.9M reactions from USPTO patents (1976-2016). Predict the product of the given reaction. Given the reactants S([O-])([O-])(=O)=O.[Na+].[Na+].Cl.[NH2:9][OH:10].Cl[C:12]([Cl:17])(Cl)[CH:13](O)O.[CH3:18][C:19]1[C:25]([Cl:26])=[CH:24][CH:23]=[CH:22][C:20]=1[NH2:21].Cl, predict the reaction product. The product is: [Cl:26][C:25]1[C:19]([CH3:18])=[C:20]([N:21]=[C:12]([Cl:17])[CH:13]=[N:9][OH:10])[CH:22]=[CH:23][CH:24]=1.